This data is from Cav3 T-type calcium channel HTS with 100,875 compounds. The task is: Binary Classification. Given a drug SMILES string, predict its activity (active/inactive) in a high-throughput screening assay against a specified biological target. (1) The drug is O=C(NCc1cc2c([nH]c(c2)C)cc1)C. The result is 0 (inactive). (2) The compound is Clc1c(C(Oc2nc(cc(c2S(=O)(=O)c2ccccc2)C)C)=O)c(F)ccc1. The result is 0 (inactive). (3) The molecule is S=c1n(c(n[nH]1)c1ccc(cc1)C)c1ccccc1. The result is 0 (inactive).